Dataset: Reaction yield outcomes from USPTO patents with 853,638 reactions. Task: Predict the reaction yield, written as a fraction of the theoretical maximum amount of product (1.0 means a 100% yield; for example, 0.34 means a 34% yield). The reactants are Cl[C:2]1[N:11]=[C:10]([NH:12][CH:13]([C:22]2[CH:27]=[CH:26][CH:25]=[CH:24][CH:23]=2)[CH2:14][CH2:15][C:16]2[CH:21]=[CH:20][CH:19]=[CH:18][CH:17]=2)[C:9]2[C:4](=[CH:5][CH:6]=[CH:7][CH:8]=2)[N:3]=1.[N:28]1[CH:29]=[CH:30][N:31]2[CH:36]=[C:35](B(O)O)[CH:34]=[CH:33][C:32]=12.C(NC1C2C(=CC=CC=2)N=C(C2SC3C=CC=CC=3C=2)N=1)(C1C=CC=CC=1)C1C=CC=CC=1. The catalyst is C(Cl)(Cl)Cl.CO. The product is [C:22]1([CH:13]([NH:12][C:10]2[C:9]3[C:4](=[CH:5][CH:6]=[CH:7][CH:8]=3)[N:3]=[C:2]([C:35]3[CH:34]=[CH:33][C:32]4[N:31]([CH:30]=[CH:29][N:28]=4)[CH:36]=3)[N:11]=2)[CH2:14][CH2:15][C:16]2[CH:21]=[CH:20][CH:19]=[CH:18][CH:17]=2)[CH:27]=[CH:26][CH:25]=[CH:24][CH:23]=1. The yield is 0.550.